From a dataset of Forward reaction prediction with 1.9M reactions from USPTO patents (1976-2016). Predict the product of the given reaction. Given the reactants [OH:1][CH:2]1[C:7]2([C:12](=O)[NH:11][CH2:10][CH2:9][CH2:8]2)[CH2:6][N:5]([CH3:14])[CH2:4][CH2:3]1.[H-].[H-].[H-].[H-].[Li+].[Al+3].[H][H].[OH-].[Na+], predict the reaction product. The product is: [CH3:14][N:5]1[CH2:4][CH2:3][CH:2]([OH:1])[C:7]2([CH2:8][CH2:9][CH2:10][NH:11][CH2:12]2)[CH2:6]1.